From a dataset of Peptide-MHC class I binding affinity with 185,985 pairs from IEDB/IMGT. Regression. Given a peptide amino acid sequence and an MHC pseudo amino acid sequence, predict their binding affinity value. This is MHC class I binding data. (1) The peptide sequence is IQNALEKAL. The MHC is HLA-B15:17 with pseudo-sequence HLA-B15:17. The binding affinity (normalized) is 0.0847. (2) The peptide sequence is ILDDNLYKVY. The MHC is HLA-A68:01 with pseudo-sequence HLA-A68:01. The binding affinity (normalized) is 0.152. (3) The peptide sequence is KLNWASQIY. The MHC is HLA-A02:02 with pseudo-sequence HLA-A02:02. The binding affinity (normalized) is 0.105. (4) The peptide sequence is IVTDSQYAL. The MHC is HLA-B58:01 with pseudo-sequence HLA-B58:01. The binding affinity (normalized) is 0.119. (5) The peptide sequence is FNAPALQEAY. The MHC is HLA-A01:01 with pseudo-sequence HLA-A01:01. The binding affinity (normalized) is 0.478. (6) The peptide sequence is EVYDFAFRD. The MHC is H-2-Kb with pseudo-sequence H-2-Kb. The binding affinity (normalized) is 0.0254. (7) The peptide sequence is NLPSKPVWL. The MHC is HLA-B08:02 with pseudo-sequence HLA-B08:02. The binding affinity (normalized) is 0.0847. (8) The peptide sequence is REIGSLLHGL. The MHC is HLA-B44:03 with pseudo-sequence HLA-B44:03. The binding affinity (normalized) is 0.374. (9) The peptide sequence is CNPLNPFV. The MHC is Mamu-A01 with pseudo-sequence Mamu-A01. The binding affinity (normalized) is 0.0510.